This data is from Catalyst prediction with 721,799 reactions and 888 catalyst types from USPTO. The task is: Predict which catalyst facilitates the given reaction. (1) Reactant: [OH:1][CH2:2][C:3]([C:12]1[CH:17]=[CH:16][CH:15]=[CH:14][CH:13]=1)([C:6]1[CH:11]=[CH:10][CH:9]=[CH:8][CH:7]=1)[C:4]#[N:5].[H-].[H-].[H-].[H-].[Li+].[Al+3]. Product: [NH2:5][CH2:4][C:3]([C:12]1[CH:17]=[CH:16][CH:15]=[CH:14][CH:13]=1)([C:6]1[CH:11]=[CH:10][CH:9]=[CH:8][CH:7]=1)[CH2:2][OH:1]. The catalyst class is: 7. (2) Reactant: [OH:1][C@@H:2]1[C@@H:9]2[C@@:5]([C:12]([O:14][CH3:15])=[O:13])([O:6][C:7]([CH3:11])([CH3:10])[O:8]2)[O:4][C@@H:3]1[CH2:16]OS(C1C=CC(C)=CC=1)(=O)=O.[N-:28]=[N+:29]=[N-:30].[Na+]. Product: [N:28]([CH2:16][C@@H:3]1[O:4][C@@:5]2([C:12]([O:14][CH3:15])=[O:13])[O:6][C:7]([CH3:11])([CH3:10])[O:8][CH:9]2[C@@H:2]1[OH:1])=[N+:29]=[N-:30]. The catalyst class is: 3. (3) Reactant: C(OC(=O)[NH:7][C@H:8]([CH2:14][O:15][CH3:16])[CH2:9][C:10]([CH3:13])([CH3:12])[CH3:11])(C)(C)C.[C:18]([OH:24])([C:20]([F:23])([F:22])[F:21])=[O:19]. Product: [F:21][C:20]([F:23])([F:22])[C:18]([OH:24])=[O:19].[CH3:16][O:15][CH2:14][C@@H:8]([NH2:7])[CH2:9][C:10]([CH3:13])([CH3:12])[CH3:11]. The catalyst class is: 2. (4) Reactant: Cl[C:2]1[CH:3]=[C:4]([NH:10][C:11]2[CH:16]=[CH:15][C:14]([N:17]3[CH2:22][CH2:21][N:20]([CH3:23])[CH2:19][CH2:18]3)=[CH:13][N:12]=2)[C:5](=[O:9])[N:6]([CH3:8])[N:7]=1.[B].[C:25]([O:28][CH2:29][C:30]1[C:35]([N:36]2[CH2:48][CH2:47][N:39]3[C:40]4[CH2:41][CH2:42][CH2:43][CH2:44][C:45]=4[CH:46]=[C:38]3[C:37]2=[O:49])=[CH:34][CH:33]=[CH:32][C:31]=1Br)(=[O:27])[CH3:26]. Product: [C:25]([O:28][CH2:29][C:30]1[C:31]([C:2]2[CH:3]=[C:4]([NH:10][C:11]3[CH:16]=[CH:15][C:14]([N:17]4[CH2:22][CH2:21][N:20]([CH3:23])[CH2:19][CH2:18]4)=[CH:13][N:12]=3)[C:5](=[O:9])[N:6]([CH3:8])[N:7]=2)=[CH:32][CH:33]=[CH:34][C:35]=1[N:36]1[CH2:48][CH2:47][N:39]2[C:40]3[CH2:41][CH2:42][CH2:43][CH2:44][C:45]=3[CH:46]=[C:38]2[C:37]1=[O:49])(=[O:27])[CH3:26]. The catalyst class is: 5. (5) Reactant: [C:1]([O:5][C:6]([N:8]1[CH2:12][CH:11]=[C:10](OS(C(F)(F)F)(=O)=O)[CH2:9]1)=[O:7])([CH3:4])([CH3:3])[CH3:2].C(=O)([O-])[O-].[K+].[K+].CC1(C)C(C)(C)OB([C:35]2[CH:36]=[CH:37][C:38]([NH2:41])=[N:39][CH:40]=2)O1.C([O-])(O)=O.[Na+]. Product: [NH2:41][C:38]1[N:39]=[CH:40][C:35]([C:10]2[CH2:9][N:8]([C:6]([O:5][C:1]([CH3:4])([CH3:3])[CH3:2])=[O:7])[CH2:12][CH:11]=2)=[CH:36][CH:37]=1. The catalyst class is: 20. (6) Reactant: C(OC(=O)[NH:7][C:8]1[CH:13]=[CH:12][C:11]([C:14]2[CH:19]=[CH:18][CH:17]=[CH:16][C:15]=2[F:20])=[CH:10][C:9]=1[NH:21][C:22](=[O:38])[CH2:23][C:24](=O)[C:25]1[CH:30]=[CH:29][CH:28]=[C:27]([C:31]2[CH:32]=[N:33][CH:34]=[N:35][CH:36]=2)[CH:26]=1)(C)(C)C.C(O)(C(F)(F)F)=O. Product: [F:20][C:15]1[CH:16]=[CH:17][CH:18]=[CH:19][C:14]=1[C:11]1[CH:12]=[CH:13][C:8]2[N:7]=[C:24]([C:25]3[CH:30]=[CH:29][CH:28]=[C:27]([C:31]4[CH:36]=[N:35][CH:34]=[N:33][CH:32]=4)[CH:26]=3)[CH2:23][C:22](=[O:38])[NH:21][C:9]=2[CH:10]=1. The catalyst class is: 2. (7) Reactant: [Cl:1][C:2]1[CH:7]=[CH:6][C:5]([CH:8]2[C:16]3[C:11](=[CH:12][CH:13]=[CH:14][CH:15]=3)[C:10](=O)[CH2:9]2)=[CH:4][CH:3]=1.[CH3:18][N:19]1[CH2:24][CH2:23][NH:22][CH2:21][CH2:20]1.C(O)(=O)C. Product: [Cl:1][C:2]1[CH:7]=[CH:6][C:5]([CH:8]2[C:16]3[C:11](=[CH:12][CH:13]=[CH:14][CH:15]=3)[CH:10]([N:22]3[CH2:23][CH2:24][N:19]([CH3:18])[CH2:20][CH2:21]3)[CH2:9]2)=[CH:4][CH:3]=1. The catalyst class is: 259.